From a dataset of Forward reaction prediction with 1.9M reactions from USPTO patents (1976-2016). Predict the product of the given reaction. (1) Given the reactants [Cl:1][CH2:2][C:3]([NH:5][OH:6])=[NH:4].[C:7]([C:9]1[CH:10]=[C:11]([CH:15]=[CH:16][CH:17]=1)[C:12](Cl)=O)#[N:8], predict the reaction product. The product is: [Cl:1][CH2:2][C:3]1[N:4]=[C:12]([C:11]2[CH:10]=[C:9]([CH:17]=[CH:16][CH:15]=2)[C:7]#[N:8])[O:6][N:5]=1. (2) The product is: [Br:1][C:2]1[C:10]2[C:9]([O:18][C@H:19]([CH2:25][C:26]3[CH:31]=[CH:30][CH:29]=[CH:28][C:27]=3[O:32][CH2:33][C:34]3[CH:35]=[CH:36][C:37]([O:40][CH3:41])=[CH:38][CH:39]=3)[C:20]([O:22][CH2:23][CH3:24])=[O:21])=[N:8][CH:7]=[N:6][C:5]=2[S:4][C:3]=1[C:12]1[O:13][C:14]([Cl:17])=[CH:15][CH:16]=1. Given the reactants [Br:1][C:2]1[C:10]2[C:9](Cl)=[N:8][CH:7]=[N:6][C:5]=2[S:4][C:3]=1[C:12]1[O:13][C:14]([Cl:17])=[CH:15][CH:16]=1.[OH:18][C@H:19]([CH2:25][C:26]1[CH:31]=[CH:30][CH:29]=[CH:28][C:27]=1[O:32][CH2:33][C:34]1[CH:39]=[CH:38][C:37]([O:40][CH3:41])=[CH:36][CH:35]=1)[C:20]([O:22][CH2:23][CH3:24])=[O:21].C([O-])([O-])=O.[Cs+].[Cs+].C(O)(C)(C)C, predict the reaction product.